This data is from Catalyst prediction with 721,799 reactions and 888 catalyst types from USPTO. The task is: Predict which catalyst facilitates the given reaction. (1) Reactant: [H-].[Na+].[F:3][C:4]1[CH:9]=[CH:8][C:7]([CH2:10][C:11]([OH:13])=[O:12])=[C:6]([OH:14])[CH:5]=1.[CH3:15][S:16]([C:19]1[CH:24]=[CH:23][C:22](F)=[C:21]([Cl:26])[CH:20]=1)(=[O:18])=[O:17]. Product: [Cl:26][C:21]1[CH:20]=[C:19]([S:16]([CH3:15])(=[O:18])=[O:17])[CH:24]=[CH:23][C:22]=1[O:14][C:6]1[CH:5]=[C:4]([F:3])[CH:9]=[CH:8][C:7]=1[CH2:10][C:11]([OH:13])=[O:12]. The catalyst class is: 3. (2) Reactant: [Cl:1][C:2]1[CH:11]=[C:10]2[C:5]([CH:6]=[C:7]([C:25]3[NH:29][C:28](=[O:30])[NH:27][N:26]=3)[N:8]=[C:9]2[O:12][C@H:13]2[CH2:17][CH2:16][N:15](C(OC(C)(C)C)=O)[CH2:14]2)=[CH:4][CH:3]=1. Product: [Cl:1][C:2]1[CH:11]=[C:10]2[C:5]([CH:6]=[C:7]([C:25]3[NH:29][C:28](=[O:30])[NH:27][N:26]=3)[N:8]=[C:9]2[O:12][C@H:13]2[CH2:17][CH2:16][NH:15][CH2:14]2)=[CH:4][CH:3]=1. The catalyst class is: 818. (3) Reactant: Cl.[Cl:2][C:3]1[CH:4]=[C:5]([C:11]2([C:28]([F:31])([F:30])[F:29])[CH2:15][C:14]([C:16]3[CH:17]=[C:18]4[C:22](=[CH:23][CH:24]=3)[C:21]3([CH2:27][NH:26][CH2:25]3)[O:20][CH2:19]4)=[N:13][CH2:12]2)[CH:6]=[C:7]([Cl:10])[C:8]=1[Cl:9].CCN(C(C)C)C(C)C.[CH3:41][S:42]([CH2:45][C:46](O)=[O:47])(=[O:44])=[O:43].C(P1(=O)OP(CCC)(=O)OP(CCC)(=O)O1)CC. Product: [CH3:41][S:42]([CH2:45][C:46]([N:26]1[CH2:25][C:21]2([C:22]3[C:18](=[CH:17][C:16]([C:14]4[CH2:15][C:11]([C:5]5[CH:4]=[C:3]([Cl:2])[C:8]([Cl:9])=[C:7]([Cl:10])[CH:6]=5)([C:28]([F:30])([F:29])[F:31])[CH2:12][N:13]=4)=[CH:24][CH:23]=3)[CH2:19][O:20]2)[CH2:27]1)=[O:47])(=[O:44])=[O:43]. The catalyst class is: 1. (4) Reactant: [Cl:1][CH2:2][CH2:3][CH2:4][CH2:5][CH2:6][OH:7].N1C=CN=C1.[Si:13](Cl)([C:26]([CH3:29])([CH3:28])[CH3:27])([C:20]1C=CC=CC=1)[C:14]1C=CC=CC=1. Product: [Si:13]([O:7][CH2:6][CH2:5][CH2:4][CH2:3][CH2:2][Cl:1])([C:26]([CH3:29])([CH3:28])[CH3:27])([CH3:20])[CH3:14]. The catalyst class is: 3. (5) Reactant: [OH-].[Na+].[F:3][C:4]1[C:9]([F:10])=[C:8]([C:11]2[CH:16]=[CH:15][C:14]([F:17])=[CH:13][N:12]=2)[CH:7]=[CH:6][C:5]=1[C:18](=[O:30])[C:19](P(=O)(OCC)OCC)([F:21])[F:20]. Product: [F:3][C:4]1[C:9]([F:10])=[C:8]([C:11]2[CH:16]=[CH:15][C:14]([F:17])=[CH:13][N:12]=2)[CH:7]=[CH:6][C:5]=1[C:18](=[O:30])[CH:19]([F:21])[F:20]. The catalyst class is: 5.